Dataset: Catalyst prediction with 721,799 reactions and 888 catalyst types from USPTO. Task: Predict which catalyst facilitates the given reaction. (1) Reactant: [N+:1]([C:4]1[CH:9]=[CH:8][C:7]([CH2:10][C:11]([OH:13])=O)=[CH:6][CH:5]=1)([O-:3])=[O:2].S(Cl)([Cl:16])=O. Product: [N+:1]([C:4]1[CH:9]=[CH:8][C:7]([CH2:10][C:11]([Cl:16])=[O:13])=[CH:6][CH:5]=1)([O-:3])=[O:2]. The catalyst class is: 48. (2) Reactant: [NH2:1][C:2]1[N:11]=[C:10]([OH:12])[C:9]2[C:4](=[N:5][CH:6]=[C:7]([CH2:13][NH:14][C:15]3[CH:33]=[CH:32][C:18]([C:19]([NH:21][C@H:22]([C:28]([O:30][CH3:31])=[O:29])[CH2:23][CH2:24][C:25](O)=[O:26])=[O:20])=[CH:17][CH:16]=3)[N:8]=2)[N:3]=1.C(N(CC)CC)C.[NH2:41][CH2:42][CH2:43][O:44][CH2:45][CH2:46][O:47][CH2:48][CH2:49][NH:50][C:51](=[O:57])[O:52][C:53]([CH3:56])([CH3:55])[CH3:54].[B-](F)(F)(F)F.CN(C(ON1C(=O)C=CC=C1)=[N+](C)C)C. Product: [NH2:1][C:2]1[N:11]=[C:10]([OH:12])[C:9]2[C:4](=[N:5][CH:6]=[C:7]([CH2:13][NH:14][C:15]3[CH:33]=[CH:32][C:18]([C:19]([NH:21][C@H:22]([C:28]([O:30][CH3:31])=[O:29])[CH2:23][CH2:24][C:25](=[O:26])[NH:41][CH2:42][CH2:43][O:44][CH2:45][CH2:46][O:47][CH2:48][CH2:49][NH:50][C:51](=[O:57])[O:52][C:53]([CH3:55])([CH3:54])[CH3:56])=[O:20])=[CH:17][CH:16]=3)[N:8]=2)[N:3]=1. The catalyst class is: 483.